This data is from Retrosynthesis with 50K atom-mapped reactions and 10 reaction types from USPTO. The task is: Predict the reactants needed to synthesize the given product. (1) Given the product CCCCCCCCCCCCC(N=[N+]=[N-])c1coc([Si](C)(C)C)c1, predict the reactants needed to synthesize it. The reactants are: CCCCCCCCCCCCC(Cl)c1coc([Si](C)(C)C)c1.[N-]=[N+]=[N-]. (2) The reactants are: CCCCCC(=O)/C=C/c1oc(C)cc(=O)c1OCCCCCC(=O)OCC. Given the product CCCCCC(O)/C=C/c1oc(C)cc(=O)c1OCCCCCC(=O)OCC, predict the reactants needed to synthesize it.